From a dataset of Forward reaction prediction with 1.9M reactions from USPTO patents (1976-2016). Predict the product of the given reaction. (1) Given the reactants [I-].C[P+]([C:16]1[CH:21]=[CH:20][CH:19]=[CH:18][CH:17]=1)([C:16]1[CH:21]=[CH:20][CH:19]=[CH:18][CH:17]=1)[C:16]1[CH:21]=[CH:20][CH:19]=[CH:18][CH:17]=1.CC([O-])(C)C.[K+].[CH:28]1([C:34]([C:36]2C=CC=CC=2)=O)[CH2:33][CH2:32][CH2:31][CH2:30][CH2:29]1, predict the reaction product. The product is: [CH:28]1([C:34]([C:16]2[CH:17]=[CH:18][CH:19]=[CH:20][CH:21]=2)=[CH2:36])[CH2:33][CH2:32][CH2:31][CH2:30][CH2:29]1. (2) Given the reactants [NH2:1][CH:2]([CH2:6][C:7]([F:10])([F:9])[F:8])[C:3]([OH:5])=[O:4].[ClH:11].[CH2:12](O)[CH3:13], predict the reaction product. The product is: [Cl-:11].[CH2:12]([O:4][C:3](=[O:5])[CH:2]([NH3+:1])[CH2:6][C:7]([F:10])([F:9])[F:8])[CH3:13]. (3) The product is: [CH3:22][N:21]([CH2:20][C:12]1[N:11]([CH3:10])[C:19]2[C:14]([CH:13]=1)=[CH:15][CH:16]=[CH:17][CH:18]=2)[C:5](=[O:9])/[CH:6]=[CH:7]/[C:28]1[CH:27]=[N:29][CH:25]=[CH:24][CH:23]=1. Given the reactants C(Cl)CCl.[C:5]([OH:9])(=O)[CH:6]=[CH2:7].[CH3:10][N:11]1[C:19]2[C:14](=[CH:15][CH:16]=[CH:17][CH:18]=2)[CH:13]=[C:12]1[CH2:20][NH:21][CH3:22].[CH:23]1[CH:24]=[CH:25]C2N(O)N=[N:29][C:27]=2[CH:28]=1.O, predict the reaction product. (4) Given the reactants Cl.[CH2:2]([O:9][C:10]1[CH:19]=[CH:18][CH:17]=[C:16]2[C:11]=1[CH2:12][CH2:13][CH2:14][CH:15]2[C:20]([N:22]([C:29]1[CH:30]=[N:31][C:32]([CH:35]([CH3:37])[CH3:36])=[CH:33][CH:34]=1)[CH2:23][C:24]1[CH:25]=[N:26][NH:27][CH:28]=1)=[O:21])[C:3]1[CH:8]=[CH:7][CH:6]=[CH:5][CH:4]=1.Br[CH2:39][CH2:40][CH2:41][CH2:42][CH2:43][CH2:44][CH3:45], predict the reaction product. The product is: [CH2:2]([O:9][C:10]1[CH:19]=[CH:18][CH:17]=[C:16]2[C:11]=1[CH2:12][CH2:13][CH2:14][CH:15]2[C:20]([N:22]([CH2:23][C:24]1[CH:25]=[N:26][N:27]([CH2:39][CH2:40][CH2:41][CH2:42][CH2:43][CH2:44][CH3:45])[CH:28]=1)[C:29]1[CH:30]=[N:31][C:32]([CH:35]([CH3:37])[CH3:36])=[CH:33][CH:34]=1)=[O:21])[C:3]1[CH:8]=[CH:7][CH:6]=[CH:5][CH:4]=1. (5) Given the reactants [NH2:1][C:2]1[CH:7]=[CH:6][CH:5]=[CH:4][N:3]=1.C(N(CC)CC)C.[C:15](Cl)(=[O:20])[C:16](C)([CH3:18])[CH3:17], predict the reaction product. The product is: [N:3]1[CH:4]=[CH:5][CH:6]=[CH:7][C:2]=1[NH:1][C:15](=[O:20])[CH:16]([CH3:18])[CH3:17].